From a dataset of Peptide-MHC class II binding affinity with 134,281 pairs from IEDB. Regression. Given a peptide amino acid sequence and an MHC pseudo amino acid sequence, predict their binding affinity value. This is MHC class II binding data. The binding affinity (normalized) is 0.472. The peptide sequence is SAIQGNVTSIHSLLD. The MHC is DRB1_0405 with pseudo-sequence DRB1_0405.